Dataset: Full USPTO retrosynthesis dataset with 1.9M reactions from patents (1976-2016). Task: Predict the reactants needed to synthesize the given product. (1) Given the product [CH2:1]([C:3]1([CH2:6][CH3:7])[C:13]2[C:12](=[C:11]([O:10][CH3:9])[CH:16]=[CH:15][CH:14]=2)[NH:17][CH2:4]1)[CH3:2], predict the reactants needed to synthesize it. The reactants are: [CH2:1]([CH:3]([CH2:6][CH3:7])[CH:4]=O)[CH3:2].Cl.[CH3:9][O:10][C:11]1[CH:16]=[CH:15][CH:14]=[CH:13][C:12]=1[NH:17]N.S(=O)(=O)(O)O.[BH4-].[Na+].[OH-].[Na+]. (2) The reactants are: C([NH:3][C:4]1[CH:9]=[CH:8][CH:7]=[CH:6][CH:5]=1)#C.[N:10]([C:13]1[N:17]([CH3:18])[N:16]=[C:15]([C:19]([F:25])([F:24])[C:20]([F:23])([F:22])[F:21])[C:14]=1[C:26]([F:29])([F:28])[F:27])=[N+:11]=[N-:12].O=[C:31]1O[C@H]([C@H](CO)O)C([O-])=[C:32]1O.[Na+]. Given the product [CH3:18][N:17]1[C:13]([N:10]2[CH:32]=[C:31]([C:8]3[CH:9]=[C:4]([NH2:3])[CH:5]=[CH:6][CH:7]=3)[N:12]=[N:11]2)=[C:14]([C:26]([F:29])([F:27])[F:28])[C:15]([C:19]([F:24])([F:25])[C:20]([F:22])([F:23])[F:21])=[N:16]1, predict the reactants needed to synthesize it. (3) Given the product [CH:1]1([N:6]2[CH2:12][C:11]3([CH2:13][CH2:14]3)[C:10](=[O:15])[N:9]([CH3:16])[C:8]3[CH:17]=[N:18][C:19]([NH:21][C:22]4[CH:30]=[CH:29][C:25]([C:26]([NH:66][C@@H:67]5[CH:72]6[CH2:73][CH2:74][N:69]([CH2:70][CH2:71]6)[CH2:68]5)=[O:27])=[CH:24][C:23]=4[O:31][CH3:32])=[N:20][C:7]2=3)[CH2:5][CH2:4][CH2:3][CH2:2]1, predict the reactants needed to synthesize it. The reactants are: [CH:1]1([N:6]2[CH2:12][C:11]3([CH2:14][CH2:13]3)[C:10](=[O:15])[N:9]([CH3:16])[C:8]3[CH:17]=[N:18][C:19]([NH:21][C:22]4[CH:30]=[CH:29][C:25]([C:26](O)=[O:27])=[CH:24][C:23]=4[O:31][CH3:32])=[N:20][C:7]2=3)[CH2:5][CH2:4][CH2:3][CH2:2]1.CCN(C(C)C)C(C)C.CN(C(ON1N=NC2C=CC=CC1=2)=[N+](C)C)C.[B-](F)(F)(F)F.Cl.Cl.[NH2:66][C@@H:67]1[CH:72]2[CH2:73][CH2:74][N:69]([CH2:70][CH2:71]2)[CH2:68]1. (4) Given the product [CH3:1][O:2][C:3]1[N:8]=[CH:7][C:6]([C:9]2[CH:14]=[CH:13][C:12]([CH2:15][CH2:16][CH:17]=[O:18])=[CH:11][CH:10]=2)=[CH:5][CH:4]=1, predict the reactants needed to synthesize it. The reactants are: [CH3:1][O:2][C:3]1[N:8]=[CH:7][C:6]([C:9]2[CH:14]=[CH:13][C:12]([CH2:15][CH2:16][C:17](O)=[O:18])=[CH:11][CH:10]=2)=[CH:5][CH:4]=1.[Br-].[K+].Cl[O-].[Na+].C(=O)(O)[O-].[Na+].